Dataset: Peptide-MHC class II binding affinity with 134,281 pairs from IEDB. Task: Regression. Given a peptide amino acid sequence and an MHC pseudo amino acid sequence, predict their binding affinity value. This is MHC class II binding data. (1) The peptide sequence is ANGYFSGHVIPACKN. The MHC is HLA-DQA10501-DQB10301 with pseudo-sequence HLA-DQA10501-DQB10301. The binding affinity (normalized) is 0.755. (2) The peptide sequence is GQREPRMVLIEGLKL. The MHC is DRB1_0101 with pseudo-sequence DRB1_0101. The binding affinity (normalized) is 0.361. (3) The binding affinity (normalized) is 0.0593. The MHC is DRB1_1101 with pseudo-sequence DRB1_1101. The peptide sequence is ATATATSAVGAPTGA. (4) The peptide sequence is VAISRYLGKQFGLSG. The MHC is DRB5_0101 with pseudo-sequence DRB5_0101. The binding affinity (normalized) is 0.203. (5) The binding affinity (normalized) is 0.524. The MHC is DRB1_0301 with pseudo-sequence DRB1_0301. The peptide sequence is QNSNEVQEVFAKAFAYYIEP. (6) The peptide sequence is SQDPELSWNLNGLQAY. The MHC is HLA-DQA10101-DQB10501 with pseudo-sequence HLA-DQA10101-DQB10501. The binding affinity (normalized) is 0.587. (7) The peptide sequence is TPFPHRKGVLFNIQY. The MHC is HLA-DQA10301-DQB10302 with pseudo-sequence HLA-DQA10301-DQB10302. The binding affinity (normalized) is 0.196. (8) The peptide sequence is FVLLLSGQITWRDMA. The MHC is DRB1_0101 with pseudo-sequence DRB1_0101. The binding affinity (normalized) is 0.684. (9) The peptide sequence is KASNTILPLMALLTP. The MHC is HLA-DQA10102-DQB10501 with pseudo-sequence HLA-DQA10102-DQB10501. The binding affinity (normalized) is 0.851.